This data is from NCI-60 drug combinations with 297,098 pairs across 59 cell lines. The task is: Regression. Given two drug SMILES strings and cell line genomic features, predict the synergy score measuring deviation from expected non-interaction effect. (1) Drug 1: CC1=C(C=C(C=C1)NC2=NC=CC(=N2)N(C)C3=CC4=NN(C(=C4C=C3)C)C)S(=O)(=O)N.Cl. Drug 2: C1=CC=C(C(=C1)C(C2=CC=C(C=C2)Cl)C(Cl)Cl)Cl. Cell line: SW-620. Synergy scores: CSS=3.68, Synergy_ZIP=6.34, Synergy_Bliss=5.36, Synergy_Loewe=-4.53, Synergy_HSA=-4.80. (2) Cell line: SK-MEL-28. Drug 1: C1=CC(=CC=C1CC(C(=O)O)N)N(CCCl)CCCl.Cl. Drug 2: CC1C(C(CC(O1)OC2CC(OC(C2O)C)OC3=CC4=CC5=C(C(=O)C(C(C5)C(C(=O)C(C(C)O)O)OC)OC6CC(C(C(O6)C)O)OC7CC(C(C(O7)C)O)OC8CC(C(C(O8)C)O)(C)O)C(=C4C(=C3C)O)O)O)O. Synergy scores: CSS=4.16, Synergy_ZIP=2.26, Synergy_Bliss=7.82, Synergy_Loewe=3.59, Synergy_HSA=3.73. (3) Synergy scores: CSS=47.8, Synergy_ZIP=-0.879, Synergy_Bliss=-2.48, Synergy_Loewe=-36.3, Synergy_HSA=-3.80. Cell line: HCC-2998. Drug 2: C(CN)CNCCSP(=O)(O)O. Drug 1: CCCCC(=O)OCC(=O)C1(CC(C2=C(C1)C(=C3C(=C2O)C(=O)C4=C(C3=O)C=CC=C4OC)O)OC5CC(C(C(O5)C)O)NC(=O)C(F)(F)F)O. (4) Drug 1: CC1=C(C=C(C=C1)NC2=NC=CC(=N2)N(C)C3=CC4=NN(C(=C4C=C3)C)C)S(=O)(=O)N.Cl. Drug 2: CN(CC1=CN=C2C(=N1)C(=NC(=N2)N)N)C3=CC=C(C=C3)C(=O)NC(CCC(=O)O)C(=O)O. Cell line: NCI-H322M. Synergy scores: CSS=8.93, Synergy_ZIP=2.23, Synergy_Bliss=6.33, Synergy_Loewe=-0.731, Synergy_HSA=3.30. (5) Synergy scores: CSS=7.02, Synergy_ZIP=-4.31, Synergy_Bliss=-1.34, Synergy_Loewe=-2.13, Synergy_HSA=-2.10. Drug 1: CC1=CC2C(CCC3(C2CCC3(C(=O)C)OC(=O)C)C)C4(C1=CC(=O)CC4)C. Cell line: T-47D. Drug 2: CC1C(C(CC(O1)OC2CC(OC(C2O)C)OC3=CC4=CC5=C(C(=O)C(C(C5)C(C(=O)C(C(C)O)O)OC)OC6CC(C(C(O6)C)O)OC7CC(C(C(O7)C)O)OC8CC(C(C(O8)C)O)(C)O)C(=C4C(=C3C)O)O)O)O. (6) Drug 1: CC1=C2C(C(=O)C3(C(CC4C(C3C(C(C2(C)C)(CC1OC(=O)C(C(C5=CC=CC=C5)NC(=O)OC(C)(C)C)O)O)OC(=O)C6=CC=CC=C6)(CO4)OC(=O)C)OC)C)OC. Drug 2: CC1OCC2C(O1)C(C(C(O2)OC3C4COC(=O)C4C(C5=CC6=C(C=C35)OCO6)C7=CC(=C(C(=C7)OC)O)OC)O)O. Cell line: DU-145. Synergy scores: CSS=63.6, Synergy_ZIP=3.88, Synergy_Bliss=2.71, Synergy_Loewe=1.17, Synergy_HSA=6.49. (7) Drug 1: CCC1=CC2CC(C3=C(CN(C2)C1)C4=CC=CC=C4N3)(C5=C(C=C6C(=C5)C78CCN9C7C(C=CC9)(C(C(C8N6C)(C(=O)OC)O)OC(=O)C)CC)OC)C(=O)OC.C(C(C(=O)O)O)(C(=O)O)O. Drug 2: CCC1(CC2CC(C3=C(CCN(C2)C1)C4=CC=CC=C4N3)(C5=C(C=C6C(=C5)C78CCN9C7C(C=CC9)(C(C(C8N6C=O)(C(=O)OC)O)OC(=O)C)CC)OC)C(=O)OC)O.OS(=O)(=O)O. Cell line: SN12C. Synergy scores: CSS=23.5, Synergy_ZIP=-5.20, Synergy_Bliss=1.66, Synergy_Loewe=2.90, Synergy_HSA=3.31. (8) Drug 1: COC1=C(C=C2C(=C1)N=CN=C2NC3=CC(=C(C=C3)F)Cl)OCCCN4CCOCC4. Drug 2: CC1=CC=C(C=C1)C2=CC(=NN2C3=CC=C(C=C3)S(=O)(=O)N)C(F)(F)F. Cell line: SF-539. Synergy scores: CSS=6.55, Synergy_ZIP=-4.45, Synergy_Bliss=-4.81, Synergy_Loewe=-3.00, Synergy_HSA=-1.91. (9) Synergy scores: CSS=45.2, Synergy_ZIP=-2.23, Synergy_Bliss=-1.14, Synergy_Loewe=1.98, Synergy_HSA=4.80. Drug 2: C1CN(CCN1C(=O)CCBr)C(=O)CCBr. Cell line: LOX IMVI. Drug 1: COC1=CC(=CC(=C1O)OC)C2C3C(COC3=O)C(C4=CC5=C(C=C24)OCO5)OC6C(C(C7C(O6)COC(O7)C8=CC=CS8)O)O.